From a dataset of Forward reaction prediction with 1.9M reactions from USPTO patents (1976-2016). Predict the product of the given reaction. Given the reactants [NH2:1][C:2]1[C:3]2[S:10][CH:9]=[C:8](/[CH:11]=[CH:12]/[C:13]3[CH:14]=[C:15]([CH:19]=[CH:20][C:21]=3[CH3:22])[C:16]([OH:18])=O)[C:4]=2[N:5]=[CH:6][N:7]=1.[CH2:23]([N:25]1[CH2:30][CH2:29][N:28]([CH2:31][C:32]2[CH:38]=[CH:37][C:35]([NH2:36])=[CH:34][C:33]=2[C:39]([F:42])([F:41])[F:40])[CH2:27][CH2:26]1)[CH3:24], predict the reaction product. The product is: [NH2:1][C:2]1[C:3]2[S:10][CH:9]=[C:8](/[CH:11]=[CH:12]/[C:13]3[CH:14]=[C:15]([CH:19]=[CH:20][C:21]=3[CH3:22])[C:16]([NH:36][C:35]3[CH:37]=[CH:38][C:32]([CH2:31][N:28]4[CH2:27][CH2:26][N:25]([CH2:23][CH3:24])[CH2:30][CH2:29]4)=[C:33]([C:39]([F:42])([F:41])[F:40])[CH:34]=3)=[O:18])[C:4]=2[N:5]=[CH:6][N:7]=1.